From a dataset of Forward reaction prediction with 1.9M reactions from USPTO patents (1976-2016). Predict the product of the given reaction. Given the reactants [Cl-].[CH3:2][O:3]C[P+](C1C=CC=CC=1)(C1C=CC=CC=1)C1C=CC=CC=1.[H-].[Na+].[F:26][C:27]1[CH:28]=[CH:29][C:30]([O:35][CH3:36])=[C:31]([CH:34]=1)[CH:32]=O.[Cl-].[NH4+].OS(O)(=O)=O, predict the reaction product. The product is: [F:26][C:27]1[CH:28]=[CH:29][C:30]([O:35][CH3:36])=[C:31]([CH2:32][CH:2]=[O:3])[CH:34]=1.